Dataset: Reaction yield outcomes from USPTO patents with 853,638 reactions. Task: Predict the reaction yield, written as a fraction of the theoretical maximum amount of product (1.0 means a 100% yield; for example, 0.34 means a 34% yield). (1) The reactants are [ClH:1].[F:2][C:3]1[C:4]([F:28])=[CH:5][C:6]2[O:27][CH2:26][C:9]3([C:17]4[C:12](=[CH:13][CH:14]=[CH:15][CH:16]=4)[N:11]([CH2:18][CH:19]4[CH2:24][CH2:23][NH:22][CH2:21][CH2:20]4)[C:10]3=[O:25])[C:7]=2[CH:8]=1.[CH2:29](N(CC)CC)C.C=O.C(O[BH-](OC(=O)C)OC(=O)C)(=O)C.[Na+]. The catalyst is O1CCCC1.C(O)(=O)C. The product is [ClH:1].[F:2][C:3]1[C:4]([F:28])=[CH:5][C:6]2[O:27][CH2:26][C:9]3([C:17]4[C:12](=[CH:13][CH:14]=[CH:15][CH:16]=4)[N:11]([CH2:18][CH:19]4[CH2:20][CH2:21][N:22]([CH3:29])[CH2:23][CH2:24]4)[C:10]3=[O:25])[C:7]=2[CH:8]=1. The yield is 0.900. (2) The reactants are N1C=CN=C1.[C:6]([Si:10](Cl)([CH3:12])[CH3:11])([CH3:9])([CH3:8])[CH3:7].[Cl:14][C:15]1[CH:20]=[CH:19][C:18]([CH:21]([OH:26])[CH2:22][CH:23]([OH:25])[CH3:24])=[CH:17][C:16]=1[F:27]. The catalyst is C(Cl)Cl. The product is [Si:10]([O:25][CH:23]([CH3:24])[CH2:22][CH:21]([C:18]1[CH:19]=[CH:20][C:15]([Cl:14])=[C:16]([F:27])[CH:17]=1)[OH:26])([C:6]([CH3:9])([CH3:8])[CH3:7])([CH3:12])[CH3:11]. The yield is 0.660. (3) The reactants are [F:1][C:2]1[CH:7]=[CH:6][CH:5]=[C:4]([O:8][CH3:9])[C:3]=1[OH:10].F[C:12]1[CH:17]=[C:16]([F:18])[CH:15]=[CH:14][C:13]=1[N+:19]([O-:21])=[O:20].[F:22][C:23]1[CH:29]=[CH:28][C:26]([NH2:27])=[C:25]([O:30][C:31]2[C:36]([O:37][CH3:38])=[CH:35][CH:34]=[CH:33][C:32]=2[F:39])[CH:24]=1.[NH2:40][C:41]1[S:42][CH:43]=[CH:44][N:45]=1. No catalyst specified. The product is [F:18][C:16]1[CH:17]=[CH:12][C:13]([N+:19]([O-:21])=[O:20])=[C:14]([O:10][C:3]2[C:4]([O:8][CH3:9])=[CH:5][CH:6]=[CH:7][C:2]=2[F:1])[CH:15]=1.[F:22][C:23]1[CH:29]=[CH:28][C:26]([NH:27][C:3]([NH:40][C:41]2[S:42][CH:43]=[CH:44][N:45]=2)=[O:10])=[C:25]([O:30][C:31]2[C:36]([O:37][CH3:38])=[CH:35][CH:34]=[CH:33][C:32]=2[F:39])[CH:24]=1. The yield is 0.650.